Dataset: Full USPTO retrosynthesis dataset with 1.9M reactions from patents (1976-2016). Task: Predict the reactants needed to synthesize the given product. (1) The reactants are: [NH2:1][C:2](=O)[C@@H:3]([NH:20][C:21]([C:23]1([NH:29][C:30](=[O:36])[O:31][C:32]([CH3:35])([CH3:34])[CH3:33])[CH2:28][CH2:27][O:26][CH2:25][CH2:24]1)=[O:22])[CH2:4][C:5]1[CH:10]=[CH:9][C:8]([C:11]2[CH:16]=[CH:15][C:14]([C:17]#[N:18])=[C:13]([CH3:19])[CH:12]=2)=[CH:7][CH:6]=1.CC[N+](S(N=C(OC)[O-])(=O)=O)(CC)CC. Given the product [C:2]([C@@H:3]([NH:20][C:21]([C:23]1([NH:29][C:30](=[O:36])[O:31][C:32]([CH3:34])([CH3:33])[CH3:35])[CH2:28][CH2:27][O:26][CH2:25][CH2:24]1)=[O:22])[CH2:4][C:5]1[CH:10]=[CH:9][C:8]([C:11]2[CH:16]=[CH:15][C:14]([C:17]#[N:18])=[C:13]([CH3:19])[CH:12]=2)=[CH:7][CH:6]=1)#[N:1], predict the reactants needed to synthesize it. (2) Given the product [BrH:1].[CH3:25][C:8]1([CH3:26])[CH2:7][C:6]2[C:11](=[C:12]3[CH2:16][C:15]([CH3:17])([CH3:18])[O:14][C:13]3=[C:4]([OH:3])[CH:5]=2)[C:10]([C:19]2[CH:20]=[CH:21][CH:22]=[CH:23][CH:24]=2)=[N:9]1, predict the reactants needed to synthesize it. The reactants are: [BrH:1].C[O:3][C:4]1[CH:5]=[C:6]2[C:11](=[C:12]3[CH2:16][C:15]([CH3:18])([CH3:17])[O:14][C:13]=13)[C:10]([C:19]1[CH:24]=[CH:23][CH:22]=[CH:21][CH:20]=1)=[N:9][C:8]([CH3:26])([CH3:25])[CH2:7]2. (3) Given the product [CH3:1][O:2][C:3]([C:5]1([C:9]2[CH:10]=[CH:11][C:12]([NH:15][C:16]3[CH:21]=[C:20]([C:22]4[CH:27]=[CH:26][CH:25]=[CH:24][CH:23]=4)[N:19]=[C:18]([N:28]4[CH2:29][CH2:30][S:36](=[O:38])(=[O:35])[CH2:32][CH2:33]4)[N:17]=3)=[CH:13][CH:14]=2)[CH2:8][CH2:7][CH2:6]1)=[O:4], predict the reactants needed to synthesize it. The reactants are: [CH3:1][O:2][C:3]([C:5]1([C:9]2[CH:14]=[CH:13][C:12]([NH:15][C:16]3[CH:21]=[C:20]([C:22]4[CH:27]=[CH:26][CH:25]=[CH:24][CH:23]=4)[N:19]=[C:18]([N:28]4[CH2:33][CH2:32]S[CH2:30][CH2:29]4)[N:17]=3)=[CH:11][CH:10]=2)[CH2:8][CH2:7][CH2:6]1)=[O:4].O[O:35][S:36]([O-:38])=O.[K+]. (4) Given the product [CH3:20][O:21][C:22]1[CH:29]=[C:28]([O:30][CH3:31])[C:27]([N:32]2[CH2:36][CH2:35][CH2:34][CH2:33]2)=[CH:26][C:23]=1/[CH:24]=[CH:2]/[C:1]([C:4]1[CH:5]=[CH:6][C:7]([S:10]([NH:13][C:14]2[CH:19]=[CH:18][CH:17]=[CH:16][N:15]=2)(=[O:12])=[O:11])=[CH:8][CH:9]=1)=[O:3], predict the reactants needed to synthesize it. The reactants are: [C:1]([C:4]1[CH:9]=[CH:8][C:7]([S:10]([NH:13][C:14]2[CH:19]=[CH:18][CH:17]=[CH:16][N:15]=2)(=[O:12])=[O:11])=[CH:6][CH:5]=1)(=[O:3])[CH3:2].[CH3:20][O:21][C:22]1[CH:29]=[C:28]([O:30][CH3:31])[C:27]([N:32]2[CH2:36][CH2:35][CH2:34][CH2:33]2)=[CH:26][C:23]=1[CH:24]=O.C[O-].[Li+]. (5) Given the product [CH:1]1([C@@H:7]([NH:9][C:10]([C:12]2[C:21]3[C:16](=[CH:17][CH:18]=[CH:19][CH:20]=3)[N:15]=[C:14]([C:22]3[CH:23]=[CH:24][CH:25]=[CH:26][CH:27]=3)[C:13]=2[CH2:28][N:29]2[CH2:34][CH2:33][N:32]([C:43](=[O:44])[CH2:42][CH2:41][N:35]3[CH2:40][CH2:39][CH2:38][CH2:37][CH2:36]3)[CH2:31][CH2:30]2)=[O:11])[CH3:8])[CH2:6][CH2:5][CH2:4][CH2:3][CH2:2]1, predict the reactants needed to synthesize it. The reactants are: [CH:1]1([C@@H:7]([NH:9][C:10]([C:12]2[C:21]3[C:16](=[CH:17][CH:18]=[CH:19][CH:20]=3)[N:15]=[C:14]([C:22]3[CH:27]=[CH:26][CH:25]=[CH:24][CH:23]=3)[C:13]=2[CH2:28][N:29]2[CH2:34][CH2:33][NH:32][CH2:31][CH2:30]2)=[O:11])[CH3:8])[CH2:6][CH2:5][CH2:4][CH2:3][CH2:2]1.[N:35]1([CH2:41][CH2:42][C:43](O)=[O:44])[CH2:40][CH2:39][CH2:38][CH2:37][CH2:36]1.C1CCC(N=C=NC2CCCCC2)CC1. (6) Given the product [CH:19]1[C:14]2[CH2:13][C@H:12]3[N:7]([CH2:8][CH2:9][C@@:10]45[C@H:11]3[CH:25]=[CH:24][C@H:23]([OH:26])[C@@H:22]4[O:21][C:16]([C:15]=25)=[C:17]([OH:20])[CH:18]=1)[CH3:6], predict the reactants needed to synthesize it. The reactants are: CN(C)C=O.[CH3:6][N:7]1[CH:12]2[CH2:13][C:14]3[CH:19]=[CH:18][C:17]([OH:20])=[C:16]4[O:21][C@H:22]5[C@@H:23]([O:26]C(CCC(O)=O)=O)[CH:24]=[CH:25][C@@H:11]2[C@:10]5([C:15]=34)[CH2:9][CH2:8]1. (7) Given the product [CH2:1]([NH:4][C:5]1[C:6]([C:10]([OH:12])=[O:11])=[CH:7][S:8][CH:9]=1)[CH2:2][CH3:3], predict the reactants needed to synthesize it. The reactants are: [CH2:1]([NH:4][C:5]1[C:6]([C:10]([O:12]C)=[O:11])=[CH:7][S:8][CH:9]=1)[CH2:2][CH3:3].[OH-].[Na+].OS([O-])=O.[Na+]. (8) The reactants are: [C:1]([O:5][C:6](=[O:30])[N:7]([C:19]1[CH:24]=[CH:23][C:22]([N+:25]([O-])=O)=[C:21]([C:28]#[N:29])[N:20]=1)[CH2:8][C:9]1[CH:14]=[CH:13][C:12]([O:15][CH3:16])=[CH:11][C:10]=1[O:17][CH3:18])([CH3:4])([CH3:3])[CH3:2].[C:31]1(=O)[CH2:36][CH2:35][CH2:34][CH2:33][CH2:32]1.C(O[BH-](OC(=O)C)OC(=O)C)(=O)C.[Na+].C([O-])(O)=O.[Na+]. Given the product [C:1]([O:5][C:6](=[O:30])[N:7]([C:19]1[CH:24]=[CH:23][C:22]([NH2:25])=[C:21]([CH2:28][NH:29][CH:31]2[CH2:36][CH2:35][CH2:34][CH2:33][CH2:32]2)[N:20]=1)[CH2:8][C:9]1[CH:14]=[CH:13][C:12]([O:15][CH3:16])=[CH:11][C:10]=1[O:17][CH3:18])([CH3:4])([CH3:3])[CH3:2], predict the reactants needed to synthesize it. (9) Given the product [C:31]([O:34][CH2:35][C:36]([N:9]([C:3]1[CH:4]=[CH:5][C:6]([F:8])=[CH:7][C:2]=1[Cl:1])[S:10]([CH:13]1[C:18]([C:19]([O:21][CH2:22][CH3:23])=[O:20])=[CH:17][CH2:16][CH2:15][CH2:14]1)(=[O:11])=[O:12])=[O:37])(=[O:33])[CH3:32], predict the reactants needed to synthesize it. The reactants are: [Cl:1][C:2]1[CH:7]=[C:6]([F:8])[CH:5]=[CH:4][C:3]=1[NH:9][S:10]([CH:13]1[C:18]([C:19]([O:21][CH2:22][CH3:23])=[O:20])=[CH:17][CH2:16][CH2:15][CH2:14]1)(=[O:12])=[O:11].C(N(CC)CC)C.[C:31]([O:34][CH2:35][C:36](Cl)=[O:37])(=[O:33])[CH3:32]. (10) Given the product [CH3:6][C:7]1[C:13]([CH3:14])=[CH:12][C:11]([N+:15]([O-:17])=[O:16])=[CH:10][C:8]=1[NH2:9], predict the reactants needed to synthesize it. The reactants are: S(=O)(=O)(O)O.[CH3:6][C:7]1[C:13]([CH3:14])=[CH:12][CH:11]=[CH:10][C:8]=1[NH2:9].[N+:15]([O-])([OH:17])=[O:16].